Dataset: Forward reaction prediction with 1.9M reactions from USPTO patents (1976-2016). Task: Predict the product of the given reaction. (1) Given the reactants C(OC[C@H](COP(OCCN)(O)=O)OC(=O)CCCCCCC/C=C\CCCCCCCC)(=O)CCCCCCC/C=C\CCCCCCCC.C(OC[C@H](COP(OC[C@@H](C(O)=O)N)(O)=O)OC(=O)CCCCCCC/C=C\CCCCCCCC)(=O)CCCCCCC/C=C\CCCCCCCC.[CH2:106]1[N:111]([CH2:112][CH2:113][OH:114])[CH2:110][CH2:109][N:108]([CH2:115][CH2:116][S:117]([OH:120])(=[O:119])=[O:118])[CH2:107]1.[O:121]=[CH:122][C@@H:123]([C@@H:125]([C@H:127]([C@H:129]([CH3:131])[OH:130])[OH:128])[OH:126])[OH:124], predict the reaction product. The product is: [CH2:110]1[N:111]([CH2:112][CH2:113][OH:114])[CH2:106][CH2:107][N:108]([CH2:115][CH2:116][S:117]([OH:120])(=[O:119])=[O:118])[CH2:109]1.[O:121]=[CH:122][C@@H:123]([C@@H:125]([C@H:127]([C@H:129]([CH3:131])[OH:130])[OH:128])[OH:126])[OH:124]. (2) Given the reactants C(OC(=O)[NH:7][C:8]1[CH:13]=[C:12]([N:14]([CH:16]([CH3:18])[CH3:17])[CH3:15])[C:11]([C:19]([F:22])([F:21])[F:20])=[CH:10][C:9]=1[NH:23][C:24](=[O:47])[CH2:25][C:26](=O)[C:27]1[CH:32]=[CH:31][CH:30]=[C:29]([N:33]2[C:37]([CH2:38][O:39]C3CCCCO3)=[CH:36][N:35]=[N:34]2)[CH:28]=1)(C)(C)C.C(O)(C(F)(F)F)=O, predict the reaction product. The product is: [OH:39][CH2:38][C:37]1[N:33]([C:29]2[CH:28]=[C:27]([C:26]3[CH2:25][C:24](=[O:47])[NH:23][C:9]4[CH:10]=[C:11]([C:19]([F:21])([F:20])[F:22])[C:12]([N:14]([CH:16]([CH3:18])[CH3:17])[CH3:15])=[CH:13][C:8]=4[N:7]=3)[CH:32]=[CH:31][CH:30]=2)[N:34]=[N:35][CH:36]=1.